Dataset: Catalyst prediction with 721,799 reactions and 888 catalyst types from USPTO. Task: Predict which catalyst facilitates the given reaction. (1) Reactant: [Br:1][C:2]1[CH:3]=[C:4]2[C:8](=[CH:9][CH:10]=1)[NH:7][CH:6]=[CH:5]2.[H-].[Na+].[CH:13]([Si:16](Cl)([CH:20]([CH3:22])[CH3:21])[CH:17]([CH3:19])[CH3:18])([CH3:15])[CH3:14]. Product: [Br:1][C:2]1[CH:3]=[C:4]2[C:8](=[CH:9][CH:10]=1)[N:7]([Si:16]([CH:20]([CH3:22])[CH3:21])([CH:17]([CH3:19])[CH3:18])[CH:13]([CH3:15])[CH3:14])[CH:6]=[CH:5]2. The catalyst class is: 1. (2) Reactant: [NH2:1][C:2]1[CH:10]=[CH:9][C:5]([C:6]([OH:8])=O)=[CH:4][C:3]=1[F:11].[NH:12]1[CH2:16][CH2:15][CH2:14][CH2:13]1.O.ON1C2C=CC=CC=2N=N1.Cl.C(N=C=NCCCN(C)C)C.C(=O)([O-])O.[Na+]. Product: [NH2:1][C:2]1[CH:10]=[CH:9][C:5]([C:6]([N:12]2[CH2:16][CH2:15][CH2:14][CH2:13]2)=[O:8])=[CH:4][C:3]=1[F:11]. The catalyst class is: 2. (3) Reactant: Br[C:2]1[CH:3]=[C:4]([CH:9]=[CH:10][CH:11]=1)[C:5]([NH:7][CH3:8])=[O:6].C([Li])CCC.[F:17][C:18]1[CH:25]=[CH:24][C:21]([CH:22]=[O:23])=[CH:20][CH:19]=1. Product: [OH:23][CH:22]([C:2]1[CH:3]=[C:4]([CH:9]=[CH:10][CH:11]=1)[C:5]([NH:7][CH3:8])=[O:6])[C:21]1[CH:24]=[CH:25][C:18]([F:17])=[CH:19][CH:20]=1. The catalyst class is: 188. (4) Reactant: C(OC([N:11]1[CH2:16][CH2:15][N:14]([CH2:17][C:18]2([NH:31][C:32]([O:34][CH2:35][CH3:36])=[O:33])[CH2:23][CH2:22][N:21]([C:24]([O:26][C:27]([CH3:30])([CH3:29])[CH3:28])=[O:25])[CH2:20][CH2:19]2)[C:13](=[O:37])[CH2:12]1)=O)C1C=CC=CC=1. Product: [C:27]([O:26][C:24]([N:21]1[CH2:20][CH2:19][C:18]([CH2:17][N:14]2[CH2:15][CH2:16][NH:11][CH2:12][C:13]2=[O:37])([NH:31][C:32]([O:34][CH2:35][CH3:36])=[O:33])[CH2:23][CH2:22]1)=[O:25])([CH3:28])([CH3:29])[CH3:30]. The catalyst class is: 178. (5) Reactant: [CH:1]12[CH2:7][C:6](=[CH:8][C:9]([O:11]CC)=[O:10])[CH:5]1[CH2:4][CH2:3][CH2:2]2.P([O-])([O-])([O-])=O.[K+].[K+].[K+].[OH-].[Na+].Cl. Product: [C@@H:1]12[CH2:7][C:6](=[CH:8][C:9]([OH:11])=[O:10])[C@@H:5]1[CH2:4][CH2:3][CH2:2]2. The catalyst class is: 21.